This data is from Catalyst prediction with 721,799 reactions and 888 catalyst types from USPTO. The task is: Predict which catalyst facilitates the given reaction. (1) Reactant: [Si]([O:8][CH2:9][C@@H:10]([N:14]1[C:23]2[C:18](=[CH:19][C:20]([CH2:26][NH:27][C:28]3[C:33]([F:34])=[CH:32][C:31]([F:35])=[CH:30][C:29]=3[F:36])=[C:21]([O:24][CH3:25])[N:22]=2)[C:17](=[O:37])[C:16]([C:38]([O:40]CC)=[O:39])=[CH:15]1)[CH:11]([CH3:13])[CH3:12])(C(C)(C)C)(C)C.C[O-].[Na+].Cl. Product: [OH:8][CH2:9][C@@H:10]([N:14]1[C:23]2[C:18](=[CH:19][C:20]([CH2:26][NH:27][C:28]3[C:29]([F:36])=[CH:30][C:31]([F:35])=[CH:32][C:33]=3[F:34])=[C:21]([O:24][CH3:25])[N:22]=2)[C:17](=[O:37])[C:16]([C:38]([OH:40])=[O:39])=[CH:15]1)[CH:11]([CH3:13])[CH3:12]. The catalyst class is: 24. (2) Reactant: [Cl:1][C:2]1[CH:3]=[CH:4][C:5]2[N:11]3[C:12]([CH:15]4[CH2:17][CH2:16]4)=[N:13][N:14]=[C:10]3[C@@H:9]([CH2:18][CH2:19][OH:20])[S:8][C@H:7]([C:21]3[CH:26]=[CH:25][CH:24]=[C:23]([O:27][CH3:28])[C:22]=3[O:29][CH3:30])[C:6]=2[CH:31]=1.C(N(CC)CC)C.[CH3:39][S:40](Cl)(=[O:42])=[O:41].C(=O)(O)[O-].[Na+]. Product: [CH3:39][S:40]([O:20][CH2:19][CH2:18][C@H:9]1[S:8][C@H:7]([C:21]2[CH:26]=[CH:25][CH:24]=[C:23]([O:27][CH3:28])[C:22]=2[O:29][CH3:30])[C:6]2[CH:31]=[C:2]([Cl:1])[CH:3]=[CH:4][C:5]=2[N:11]2[C:12]([CH:15]3[CH2:17][CH2:16]3)=[N:13][N:14]=[C:10]12)(=[O:42])=[O:41]. The catalyst class is: 4. (3) Product: [F:22][C:19]1[CH:18]=[CH:17][C:16]([C:10]2[C:9]([NH:8][OH:28])([C:23](=[N:25][O:26][CH3:27])[CH3:24])[C:13](=[O:14])[N:12]([CH3:15])[N:11]=2)=[CH:21][CH:20]=1. The catalyst class is: 13. Reactant: C(OC([N:8]([O:28]C(OC(C)(C)C)=O)[C:9]1([C:23](=[N:25][O:26][CH3:27])[CH3:24])[C:13](=[O:14])[N:12]([CH3:15])[N:11]=[C:10]1[C:16]1[CH:21]=[CH:20][C:19]([F:22])=[CH:18][CH:17]=1)=O)(C)(C)C. (4) The catalyst class is: 8. Reactant: [C:1]([C:3]1[CH:8]=[CH:7][C:6]([C:9]2[CH:10]=[CH:11][C:12]3[N:13]([CH:15]=[C:16]([C:18]4[CH:19]=[CH:20][C:21]([CH3:31])=[C:22]([NH:24][C:25](=[O:30])[C:26]([CH3:29])([CH3:28])[CH3:27])[CH:23]=4)[N:17]=3)[N:14]=2)=[C:5]([C:32]([F:35])([F:34])[F:33])[CH:4]=1)#[N:2].Cl.[NH2:37][OH:38].CCN(CC)CC. Product: [OH:38][N:37]=[C:1]([C:3]1[CH:8]=[CH:7][C:6]([C:9]2[CH:10]=[CH:11][C:12]3[N:13]([CH:15]=[C:16]([C:18]4[CH:19]=[CH:20][C:21]([CH3:31])=[C:22]([NH:24][C:25](=[O:30])[C:26]([CH3:29])([CH3:28])[CH3:27])[CH:23]=4)[N:17]=3)[N:14]=2)=[C:5]([C:32]([F:33])([F:35])[F:34])[CH:4]=1)[NH2:2]. (5) Reactant: [CH3:1][C:2]1[N:3]([CH:14]2[CH2:19][CH2:18][O:17][CH2:16][CH2:15]2)[C:4]([C:7]2[CH:12]=[CH:11][N:10]=[C:9]([NH2:13])[N:8]=2)=[CH:5][N:6]=1.Br[C:21]1[CH:26]=[CH:25][C:24]([S:27]([N:30]2[CH2:36][CH2:35][CH2:34][N:33]([CH3:37])[CH2:32][CH2:31]2)(=[O:29])=[O:28])=[CH:23][CH:22]=1.C([O-])([O-])=O.[Cs+].[Cs+].CC(C1C=C(C(C)C)C(C2C=CC=CC=2P(C2CCCCC2)C2CCCCC2)=C(C(C)C)C=1)C. Product: [CH3:37][N:33]1[CH2:34][CH2:35][CH2:36][N:30]([S:27]([C:24]2[CH:25]=[CH:26][C:21]([NH:13][C:9]3[N:8]=[C:7]([C:4]4[N:3]([CH:14]5[CH2:19][CH2:18][O:17][CH2:16][CH2:15]5)[C:2]([CH3:1])=[N:6][CH:5]=4)[CH:12]=[CH:11][N:10]=3)=[CH:22][CH:23]=2)(=[O:28])=[O:29])[CH2:31][CH2:32]1. The catalyst class is: 110. (6) Reactant: [CH2:1]([N:8]1[CH2:13][CH2:12][CH:11]([C:14]2[CH:19]=[CH:18][CH:17]=[CH:16][C:15]=2OC)[C:10](=[O:22])[CH2:9]1)[C:2]1[CH:7]=[CH:6][CH:5]=[CH:4][CH:3]=1.Br.[OH-].[NH4+]. Product: [CH2:1]([N:8]1[CH2:13][CH2:12][C:11]2[C:14]3[CH:19]=[CH:18][CH:17]=[CH:16][C:15]=3[O:22][C:10]=2[CH2:9]1)[C:2]1[CH:3]=[CH:4][CH:5]=[CH:6][CH:7]=1. The catalyst class is: 15.